This data is from Forward reaction prediction with 1.9M reactions from USPTO patents (1976-2016). The task is: Predict the product of the given reaction. Given the reactants C1C=CC(P(C2C=CC=CC=2)C2C=CC=CC=2)=CC=1.N(C(OC(C)C)=O)=NC(OC(C)C)=O.[Br:34][C:35]1[CH:36]=[CH:37][C:38]([OH:67])=[C:39]2[C:44]=1[CH:43]([C:45]([O:47][CH2:48][CH3:49])=[O:46])[N:42]([S:50]([C:53]1[CH:58]=[CH:57][C:56]([O:59][C:60]3[CH:65]=[CH:64][C:63]([F:66])=[CH:62][CH:61]=3)=[CH:55][CH:54]=1)(=[O:52])=[O:51])[CH2:41][CH2:40]2.C(N(CC)CC)C.[N:75]1([CH2:81][CH2:82]O)[CH2:80][CH2:79][CH2:78][CH2:77][CH2:76]1, predict the reaction product. The product is: [Br:34][C:35]1[CH:36]=[CH:37][C:38]([O:67][CH2:82][CH2:81][N:75]2[CH2:80][CH2:79][CH2:78][CH2:77][CH2:76]2)=[C:39]2[C:44]=1[CH:43]([C:45]([O:47][CH2:48][CH3:49])=[O:46])[N:42]([S:50]([C:53]1[CH:58]=[CH:57][C:56]([O:59][C:60]3[CH:61]=[CH:62][C:63]([F:66])=[CH:64][CH:65]=3)=[CH:55][CH:54]=1)(=[O:52])=[O:51])[CH2:41][CH2:40]2.